This data is from Forward reaction prediction with 1.9M reactions from USPTO patents (1976-2016). The task is: Predict the product of the given reaction. (1) Given the reactants [CH2:1]([NH:8][C:9]([NH:11][N:12]([CH2:14][C:15]([OH:17])=O)[CH3:13])=[O:10])[C:2]1[CH:7]=[CH:6][CH:5]=[CH:4][CH:3]=1.[NH2:18][C@@H:19]([CH2:42][C:43]1[CH:48]=[CH:47][C:46]([O:49]C(C)(C)C)=[CH:45][CH:44]=1)[C:20]([N:22]([CH2:32][C:33]1[C:41]2[C:37](=[N:38][S:39][N:40]=2)[CH:36]=[CH:35][CH:34]=1)[C@@H:23]([CH3:31])[CH:24]([O:28][CH2:29][CH3:30])[O:25][CH2:26][CH3:27])=[O:21], predict the reaction product. The product is: [N:38]1[S:39][N:40]=[C:41]2[C:33]([CH2:32][N:22]([C@@H:23]([CH3:31])[CH:24]([O:25][CH2:26][CH3:27])[O:28][CH2:29][CH3:30])[C:20](=[O:21])[C@@H:19]([NH:18][C:15](=[O:17])[CH2:14][N:12]([CH3:13])[NH:11][C:9]([NH:8][CH2:1][C:2]3[CH:3]=[CH:4][CH:5]=[CH:6][CH:7]=3)=[O:10])[CH2:42][C:43]3[CH:48]=[CH:47][C:46]([OH:49])=[CH:45][CH:44]=3)=[CH:34][CH:35]=[CH:36][C:37]=12. (2) Given the reactants [O:1]1[CH2:5][CH2:4][O:3][CH:2]1[CH2:6][NH:7][C:8]1[C:13]([N+:14]([O-])=O)=[CH:12][CH:11]=[C:10]([O:17][CH3:18])[N:9]=1, predict the reaction product. The product is: [NH2:14][C:13]1[C:8]([NH:7][CH2:6][CH:2]2[O:3][CH2:4][CH2:5][O:1]2)=[N:9][C:10]([O:17][CH3:18])=[CH:11][CH:12]=1. (3) Given the reactants Cl[C:2]1[N:3]=[N:4][C:5](Cl)=[CH:6][C:7]=1[C:8]1[CH:13]=[CH:12][C:11]([C:14]([F:17])([F:16])[F:15])=[CH:10][CH:9]=1.[OH:19][C:20]1[CH:29]=[CH:28][CH:27]=[C:26]2[C:21]=1[CH:22]=[CH:23][N:24]=[CH:25]2.[H-].[Na+], predict the reaction product. The product is: [CH:25]1[C:26]2[C:21](=[C:20]([O:19][C:5]3[N:4]=[N:3][C:2]([O:19][C:20]4[CH:29]=[CH:28][CH:27]=[C:26]5[C:21]=4[CH:22]=[CH:23][N:24]=[CH:25]5)=[C:7]([C:8]4[CH:13]=[CH:12][C:11]([C:14]([F:17])([F:16])[F:15])=[CH:10][CH:9]=4)[CH:6]=3)[CH:29]=[CH:28][CH:27]=2)[CH:22]=[CH:23][N:24]=1. (4) Given the reactants [NH2:1][CH:2]1[CH2:6][N:5]([CH2:7][C:8]2[CH:13]=[CH:12][CH:11]=[CH:10][CH:9]=2)[CH:4]([C:14]([N:16]2[CH2:21][CH2:20][N:19]([C:22]3[CH:29]=[CH:28][CH:27]=[CH:26][C:23]=3[C:24]#[N:25])[CH2:18][CH2:17]2)=[O:15])[CH2:3]1.[CH3:30][O:31][C:32]1[CH:33]=[C:34]([CH:38]=[C:39]([O:43][CH3:44])[C:40]=1[O:41][CH3:42])[C:35](Cl)=[O:36], predict the reaction product. The product is: [CH2:7]([N:5]1[C@H:4]([C:14]([N:16]2[CH2:17][CH2:18][N:19]([C:22]3[CH:29]=[CH:28][CH:27]=[CH:26][C:23]=3[C:24]#[N:25])[CH2:20][CH2:21]2)=[O:15])[CH2:3][C@H:2]([NH:1][C:35](=[O:36])[C:34]2[CH:33]=[C:32]([O:31][CH3:30])[C:40]([O:41][CH3:42])=[C:39]([O:43][CH3:44])[CH:38]=2)[CH2:6]1)[C:8]1[CH:13]=[CH:12][CH:11]=[CH:10][CH:9]=1. (5) Given the reactants F[C:2]1[CH:7]=CC(B(O)O)=[CH:4][CH:3]=1.[CH3:11][O:12][CH2:13][CH2:14][CH2:15][O:16][C:17]1[CH:22]=[CH:21][C:20](B2OC(C)(C)C(C)(C)O2)=[CH:19][CH:18]=1.N1CCC(C(OCC)=O)C[CH2:33]1.Cl.[NH:44]1[CH2:47][CH:46]([C:48]([O:50]C)=O)[CH2:45]1.Cl[C:53]1[N:58]=[C:57](Cl)[CH:56]=[CH:55][N:54]=1.Cl[C:61]1[N:66]=[C:65](Cl)[C:64]([F:68])=[CH:63][N:62]=1, predict the reaction product. The product is: [F:68][C:64]1[C:63]([C:20]2[CH:19]=[CH:18][C:17]([O:16][CH2:15][CH2:14][CH2:13][O:12][CH3:11])=[CH:22][CH:21]=2)=[N:62][C:61]([N:44]2[CH2:45][CH:46]([C:48]([NH:54][C:55]3([CH3:33])[CH:3]4[CH2:4][CH2:53][N:58]([CH2:7][CH2:2]4)[CH2:57][CH2:56]3)=[O:50])[CH2:47]2)=[N:66][CH:65]=1.